Dataset: Reaction yield outcomes from USPTO patents with 853,638 reactions. Task: Predict the reaction yield, written as a fraction of the theoretical maximum amount of product (1.0 means a 100% yield; for example, 0.34 means a 34% yield). (1) The reactants are [OH:1][C:2]1[CH:7]=[CH:6][C:5]([NH:8][CH:9]=[C:10]2[C:18]3[C:13](=[CH:14][CH:15]=[CH:16][CH:17]=3)[NH:12][C:11]2=[O:19])=[CH:4][CH:3]=1.C(=O)([O-])[O-].[K+].[K+].Br[CH2:27][CH2:28][CH2:29][Cl:30]. The catalyst is CN(C=O)C. The product is [Cl:30][CH2:29][CH2:28][CH2:27][O:1][C:2]1[CH:7]=[CH:6][C:5]([NH:8][CH:9]=[C:10]2[C:18]3[C:13](=[CH:14][CH:15]=[CH:16][CH:17]=3)[NH:12][C:11]2=[O:19])=[CH:4][CH:3]=1. The yield is 0.580. (2) The reactants are [CH2:1]([C:3]1[N:7]([C:8]2[N:16]=[C:15]3[C:11]([N:12]=[C:13]([CH:18]=O)[N:14]3[CH3:17])=[C:10]([N:20]3[CH2:25][CH2:24][O:23][CH2:22][CH2:21]3)[N:9]=2)[C:6]2[CH:26]=[CH:27][CH:28]=[CH:29][C:5]=2[N:4]=1)[CH3:2].[N:30]1([CH:35]2[CH2:38][NH:37][CH2:36]2)[CH2:33][CH:32]([OH:34])[CH2:31]1.C(O[BH-](OC(=O)C)OC(=O)C)(=O)C.[Na+]. The catalyst is ClCCCl. The product is [CH2:1]([C:3]1[N:7]([C:8]2[N:16]=[C:15]3[C:11]([N:12]=[C:13]([CH2:18][N:37]4[CH2:38][CH:35]([N:30]5[CH2:33][CH:32]([OH:34])[CH2:31]5)[CH2:36]4)[N:14]3[CH3:17])=[C:10]([N:20]3[CH2:25][CH2:24][O:23][CH2:22][CH2:21]3)[N:9]=2)[C:6]2[CH:26]=[CH:27][CH:28]=[CH:29][C:5]=2[N:4]=1)[CH3:2]. The yield is 0.530. (3) The reactants are [Mg].Br[C:3]1[CH:8]=[CH:7][C:6]([F:9])=[CH:5][CH:4]=1.[CH3:10][C:11]1[CH:18]=[C:17]([CH3:19])[CH:16]=[CH:15][C:12]=1[CH:13]=[O:14].[Cl-].[NH4+]. The catalyst is C1COCC1.II. The product is [CH3:10][C:11]1[CH:18]=[C:17]([CH3:19])[CH:16]=[CH:15][C:12]=1[CH:13]([C:3]1[CH:8]=[CH:7][C:6]([F:9])=[CH:5][CH:4]=1)[OH:14]. The yield is 1.00. (4) The reactants are [CH3:1][O:2][CH2:3][C@H:4]([CH3:31])[O:5][C:6]1[CH:7]=[C:8]([C:23]2[NH:27][C:26]([C:28](O)=[O:29])=[CH:25][CH:24]=2)[CH:9]=[C:10]([O:12][C:13]2[CH:18]=[CH:17][C:16]([S:19]([CH3:22])(=[O:21])=[O:20])=[CH:15][CH:14]=2)[CH:11]=1.Cl.[Cl:33][CH2:34][CH2:35][NH2:36].CCN=C=NCCCN(C)C.Cl. The catalyst is CN(C)C1C=CN=CC=1.ClCCl. The product is [Cl:33][CH2:34][CH2:35][NH:36][C:28]([C:26]1[NH:27][C:23]([C:8]2[CH:9]=[C:10]([O:12][C:13]3[CH:14]=[CH:15][C:16]([S:19]([CH3:22])(=[O:21])=[O:20])=[CH:17][CH:18]=3)[CH:11]=[C:6]([O:5][C@@H:4]([CH3:31])[CH2:3][O:2][CH3:1])[CH:7]=2)=[CH:24][CH:25]=1)=[O:29]. The yield is 0.620. (5) The reactants are Br[C:2]1[C:10]2[N:9]=[C:8]([CH3:11])[N:7]([CH2:12][C:13]3[CH:18]=[CH:17][CH:16]=[C:15]([C:19]([F:22])([F:21])[F:20])[C:14]=3[CH3:23])[C:6]=2[CH:5]=[C:4]([N:24]2[CH2:29][CH2:28][O:27][CH2:26][CH2:25]2)[CH:3]=1.[O:30]1[CH:34]=[CH:33][C:32](B(O)O)=[CH:31]1.C(=O)([O-])[O-].[Na+].[Na+].C(O)(C(F)(F)F)=O. The catalyst is COCCOC.O.C1C=CC(P(C2C=CC=CC=2)[C-]2C=CC=C2)=CC=1.C1C=CC(P(C2C=CC=CC=2)[C-]2C=CC=C2)=CC=1.Cl[Pd]Cl.[Fe+2].C(Cl)Cl.C(#N)C. The product is [O:30]1[CH:34]=[CH:33][C:32]([C:2]2[C:10]3[N:9]=[C:8]([CH3:11])[N:7]([CH2:12][C:13]4[CH:18]=[CH:17][CH:16]=[C:15]([C:19]([F:22])([F:21])[F:20])[C:14]=4[CH3:23])[C:6]=3[CH:5]=[C:4]([N:24]3[CH2:25][CH2:26][O:27][CH2:28][CH2:29]3)[CH:3]=2)=[CH:31]1. The yield is 0.141. (6) The reactants are [C:1]([C:3]1[CH:4]=[C:5]([NH:9][C:10](=[O:33])[NH:11][C:12]2[CH:17]=[CH:16][C:15]([S:18]([NH:21][CH2:22][C:23]3[CH:28]=[CH:27][C:26]([S:29](=[O:32])(=[O:31])[NH2:30])=[CH:25][CH:24]=3)(=[O:20])=[O:19])=[CH:14][CH:13]=2)[CH:6]=[CH:7][CH:8]=1)#[N:2].[CH2:34]([N:36]1[CH2:41][CH2:40][NH:39][CH2:38][CH2:37]1)[CH3:35]. No catalyst specified. The product is [CH2:34]([N:36]1[CH2:41][CH2:40][N:39]([C:1](=[NH:2])[C:3]2[CH:4]=[C:5]([NH:9][C:10](=[O:33])[NH:11][C:12]3[CH:17]=[CH:16][C:15]([S:18]([NH:21][CH2:22][C:23]4[CH:28]=[CH:27][C:26]([S:29](=[O:31])(=[O:32])[NH2:30])=[CH:25][CH:24]=4)(=[O:20])=[O:19])=[CH:14][CH:13]=3)[CH:6]=[CH:7][CH:8]=2)[CH2:38][CH2:37]1)[CH3:35]. The yield is 0.300. (7) The reactants are CCN=C=NCCCN(C)C.[CH2:12]([N:14]1[C:18]([C:19]2[CH:20]=[C:21]([C:32](O)=[O:33])[CH:22]=[C:23]([C:25]3[CH:30]=[CH:29][C:28]([CH3:31])=[CH:27][CH:26]=3)[CH:24]=2)=[N:17][N:16]=[N:15]1)[CH3:13].C1C=CC2N(O)N=NC=2C=1.CN1C(=O)CCC1.[CH3:52][O:53][CH2:54][CH:55]([NH2:57])[CH3:56]. The catalyst is C(Cl)Cl. The product is [CH3:52][O:53][CH2:54][CH:55]([NH:57][C:32]([C:21]1[CH:22]=[C:23]([C:25]2[CH:26]=[CH:27][C:28]([CH3:31])=[CH:29][CH:30]=2)[CH:24]=[C:19]([C:18]2[N:14]([CH2:12][CH3:13])[N:15]=[N:16][N:17]=2)[CH:20]=1)=[O:33])[CH3:56]. The yield is 0.460.